Dataset: Catalyst prediction with 721,799 reactions and 888 catalyst types from USPTO. Task: Predict which catalyst facilitates the given reaction. (1) Reactant: [F:1][C:2]1[CH:10]=[CH:9][CH:8]=[C:7]2[C:3]=1[C:4]([CH3:13])([CH3:12])[C:5](=[O:11])[NH:6]2.[N+:14]([O-])([OH:16])=[O:15]. Product: [F:1][C:2]1[C:10]([N+:14]([O-:16])=[O:15])=[CH:9][CH:8]=[C:7]2[C:3]=1[C:4]([CH3:13])([CH3:12])[C:5](=[O:11])[NH:6]2. The catalyst class is: 65. (2) Reactant: Cl.C(OC([O:7][CH:8]([CH:17]1[CH2:22][CH2:21][C:20]([N:29]([CH3:31])[CH3:30])([C:23]2[CH:28]=[CH:27][CH:26]=[CH:25][CH:24]=2)[CH2:19][CH2:18]1)[CH2:9][O:10][C:11]1[CH:16]=[CH:15][CH:14]=[CH:13][CH:12]=1)C)C.[OH-].[Na+]. Product: [CH3:30][N:29]([CH3:31])[C:20]1([C:23]2[CH:24]=[CH:25][CH:26]=[CH:27][CH:28]=2)[CH2:21][CH2:22][CH:17]([CH:8]([OH:7])[CH2:9][O:10][C:11]2[CH:12]=[CH:13][CH:14]=[CH:15][CH:16]=2)[CH2:18][CH2:19]1. The catalyst class is: 21. (3) Product: [F:2][C:3]1[CH:4]=[C:5]([C@:14]2([NH:24][C:25](=[O:26])[O:27][C:28]([CH3:31])([CH3:30])[CH3:29])[C:19]3=[N:20][CH:21]=[CH:22][CH:23]=[C:18]3[O:17][CH2:16][CH2:15]2)[CH:6]=[CH:7][C:8]=1[O:9][C:10]([F:13])([F:11])[F:12]. The catalyst class is: 2. Reactant: Cl.[F:2][C:3]1[CH:4]=[C:5]([C@:14]2([NH2:24])[C:19]3=[N:20][CH:21]=[CH:22][CH:23]=[C:18]3[O:17][CH2:16][CH2:15]2)[CH:6]=[CH:7][C:8]=1[O:9][C:10]([F:13])([F:12])[F:11].[C:25](O[C:25]([O:27][C:28]([CH3:31])([CH3:30])[CH3:29])=[O:26])([O:27][C:28]([CH3:31])([CH3:30])[CH3:29])=[O:26]. (4) Reactant: [CH2:1]([N:3]1[C:7]2=[N:8][C:9]([CH2:49][CH3:50])=[C:10]([CH2:19][NH:20][C:21]([C:23]3[CH:28]=[CH:27][CH:26]=[C:25]([C:29]([NH:31][CH2:32][C:33]4[CH:34]=[C:35]([C:41]5[CH:46]=[CH:45][CH:44]=[C:43]([CH:47]=O)[CH:42]=5)[CH:36]=[CH:37][C:38]=4[O:39][CH3:40])=[O:30])[CH:24]=3)=[O:22])[C:11]([NH:12][CH:13]3[CH2:18][CH2:17][O:16][CH2:15][CH2:14]3)=[C:6]2[CH:5]=[N:4]1)[CH3:2].[N:51]1(C(OC(C)(C)C)=O)[CH2:57][CH2:56][CH2:55][NH:54][CH2:53][CH2:52]1.C(O[BH-](OC(=O)C)OC(=O)C)(=O)C.[Na+].CC(O)=O. Product: [CH2:1]([N:3]1[C:7]2=[N:8][C:9]([CH2:49][CH3:50])=[C:10]([CH2:19][NH:20][C:21]([C:23]3[CH:28]=[CH:27][CH:26]=[C:25]([C:29]([NH:31][CH2:32][C:33]4[CH:34]=[C:35]([C:41]5[CH:46]=[CH:45][CH:44]=[C:43]([CH2:47][N:51]6[CH2:57][CH2:56][CH2:55][NH:54][CH2:53][CH2:52]6)[CH:42]=5)[CH:36]=[CH:37][C:38]=4[O:39][CH3:40])=[O:30])[CH:24]=3)=[O:22])[C:11]([NH:12][CH:13]3[CH2:14][CH2:15][O:16][CH2:17][CH2:18]3)=[C:6]2[CH:5]=[N:4]1)[CH3:2]. The catalyst class is: 2. (5) Reactant: Cl[C:2]1[N:7]=[N:6][C:5]([N:8]2[CH2:13][CH2:12][CH:11]([NH:14][C:15](=[O:21])[O:16][C:17]([CH3:20])([CH3:19])[CH3:18])[CH2:10][CH2:9]2)=[CH:4][CH:3]=1.[Na].[CH3:23][OH:24]. Product: [CH3:23][O:24][C:2]1[N:7]=[N:6][C:5]([N:8]2[CH2:13][CH2:12][CH:11]([NH:14][C:15](=[O:21])[O:16][C:17]([CH3:20])([CH3:19])[CH3:18])[CH2:10][CH2:9]2)=[CH:4][CH:3]=1. The catalyst class is: 6.